From a dataset of Reaction yield outcomes from USPTO patents with 853,638 reactions. Predict the reaction yield, written as a fraction of the theoretical maximum amount of product (1.0 means a 100% yield; for example, 0.34 means a 34% yield). (1) The reactants are C(C1C=C([NH:10][C:11]([NH:13][C:14]2[CH:19]=[CH:18][C:17](Cl)=[CH:16][CH:15]=2)=[O:12])N(C2C=C(C=CC=2)C(OCC)=O)N=1)(C)(C)C.O=S(Cl)Cl. The catalyst is CCl. The product is [C:14]1([NH:13][C:11](=[O:12])[NH2:10])[C:15]2[C:16](=[CH:19][CH:14]=[CH:15][CH:16]=2)[CH:17]=[CH:18][CH:19]=1. The yield is 0.970. (2) The reactants are [F:1][C:2]1[C:3]([S:41][CH3:42])=[C:4]([C:9]2[C:10]([C:24](=[O:40])[C:25]3[CH:30]=[CH:29][C:28]([O:31][CH2:32][CH2:33][N:34]4[CH2:39][CH2:38][CH2:37][CH2:36][CH2:35]4)=[CH:27][CH:26]=3)=[C:11]3[C:16](=[CH:17][CH:18]=2)[CH:15]=[C:14]([O:19][S:20]([CH3:23])(=[O:22])=[O:21])[CH:13]=[CH:12]3)[CH:5]=[C:6]([F:8])[CH:7]=1.C(CN)O.[Cl-].[NH4+]. The catalyst is B.C1COCC1.C1(C(C2C=CC=CC=2)([C@@H]2CCCN2)O)C=CC=CC=1. The product is [F:1][C:2]1[C:3]([S:41][CH3:42])=[C:4]([C:9]2[C:10]([CH:24]([OH:40])[C:25]3[CH:26]=[CH:27][C:28]([O:31][CH2:32][CH2:33][N:34]4[CH2:39][CH2:38][CH2:37][CH2:36][CH2:35]4)=[CH:29][CH:30]=3)=[C:11]3[C:16](=[CH:17][CH:18]=2)[CH:15]=[C:14]([O:19][S:20]([CH3:23])(=[O:21])=[O:22])[CH:13]=[CH:12]3)[CH:5]=[C:6]([F:8])[CH:7]=1. The yield is 0.930. (3) The reactants are Br[C:2]1[CH:10]=[CH:9][CH:8]=[C:7]2[C:3]=1[CH:4]=[CH:5][N:6]2[S:11]([C:14]1[CH:19]=[C:18]([CH3:20])[CH:17]=[CH:16][C:15]=1[O:21][CH3:22])(=[O:13])=[O:12].[CH2:23]([Sn](CCCC)(CCCC)C=C)[CH2:24]CC. The catalyst is C1(C)C=CC=CC=1.C([Sn](CCCC)(CCCC)C=C)CCC. The product is [CH3:22][O:21][C:15]1[CH:16]=[CH:17][C:18]([CH3:20])=[CH:19][C:14]=1[S:11]([N:6]1[C:7]2[C:3](=[C:2]([CH:23]=[CH2:24])[CH:10]=[CH:9][CH:8]=2)[CH:4]=[CH:5]1)(=[O:13])=[O:12]. The yield is 0.590.